This data is from Forward reaction prediction with 1.9M reactions from USPTO patents (1976-2016). The task is: Predict the product of the given reaction. (1) Given the reactants [N:1]1[CH:6]=[CH:5][CH:4]=[C:3]([N:7]2[CH:16]=[C:10]3[C:11](=[O:15])[NH:12][CH2:13][CH2:14][C:9]3=[N:8]2)[CH:2]=1.Br[C:18]1[CH:23]=[CH:22][C:21]([C:24]([F:27])([F:26])[F:25])=[CH:20][N:19]=1.C(=O)([O-])[O-].[Cs+].[Cs+], predict the reaction product. The product is: [N:1]1[CH:6]=[CH:5][CH:4]=[C:3]([N:7]2[CH:16]=[C:10]3[C:11](=[O:15])[N:12]([C:18]4[CH:23]=[CH:22][C:21]([C:24]([F:27])([F:26])[F:25])=[CH:20][N:19]=4)[CH2:13][CH2:14][C:9]3=[N:8]2)[CH:2]=1. (2) Given the reactants CON(C)[C:4]([C:6]1[CH:33]=[C:9]2[N:10]=[C:11]([N:28]3[CH2:32][CH2:31][CH2:30][CH2:29]3)[CH:12]=[C:13]([N:14]([CH:22]3[CH2:27][CH2:26][O:25][CH2:24][CH2:23]3)[C:15](=[O:21])[O:16][C:17]([CH3:20])([CH3:19])[CH3:18])[N:8]2[N:7]=1)=[O:5].[CH2:35]([Mg]Br)[CH3:36].[Cl-].[NH4+], predict the reaction product. The product is: [C:4]([C:6]1[CH:33]=[C:9]2[N:10]=[C:11]([N:28]3[CH2:32][CH2:31][CH2:30][CH2:29]3)[CH:12]=[C:13]([N:14]([CH:22]3[CH2:23][CH2:24][O:25][CH2:26][CH2:27]3)[C:15](=[O:21])[O:16][C:17]([CH3:20])([CH3:19])[CH3:18])[N:8]2[N:7]=1)(=[O:5])[CH2:35][CH3:36]. (3) Given the reactants P(Br)(Br)[Br:2].CN(C)[CH:7]=[O:8].[F:10][C:11]1[CH:20]=[C:19]([F:21])[CH:18]=[C:17]2[C:12]=1[CH2:13][CH2:14][C:15](=O)[CH2:16]2.C(=O)(O)[O-].[Na+], predict the reaction product. The product is: [Br:2][C:15]1[CH2:14][CH2:13][C:12]2[C:17](=[CH:18][C:19]([F:21])=[CH:20][C:11]=2[F:10])[C:16]=1[CH:7]=[O:8]. (4) Given the reactants [NH2:1][CH:2]1[CH2:11][C:10]2[C:9]([C:12]([NH2:14])=[O:13])=[CH:8][CH:7]=[C:6]([F:15])[C:5]=2[O:4][CH2:3]1.[F:16][C:17]1[CH:18]=[C:19]2[C:23](=[CH:24][CH:25]=1)[NH:22][CH:21]=[C:20]2[C@@H:26]([CH3:30])[CH2:27][CH:28]=O.C(O)(=O)C.C([BH3-])#N.[Na+], predict the reaction product. The product is: [F:15][C:6]1[C:5]2[O:4][CH2:3][CH:2]([NH:1][CH2:28][CH2:27][C@@H:26]([C:20]3[C:19]4[C:23](=[CH:24][CH:25]=[C:17]([F:16])[CH:18]=4)[NH:22][CH:21]=3)[CH3:30])[CH2:11][C:10]=2[C:9]([C:12]([NH2:14])=[O:13])=[CH:8][CH:7]=1. (5) Given the reactants [H-].[H-].[H-].[H-].[Li+].[Al+3].[C:7]([C:9]1[CH:16]=[CH:15][C:12]([CH2:13][OH:14])=[CH:11][CH:10]=1)#[N:8].O.[OH-].[Na+], predict the reaction product. The product is: [NH2:8][CH2:7][C:9]1[CH:16]=[CH:15][C:12]([CH2:13][OH:14])=[CH:11][CH:10]=1.